Dataset: Peptide-MHC class I binding affinity with 185,985 pairs from IEDB/IMGT. Task: Regression. Given a peptide amino acid sequence and an MHC pseudo amino acid sequence, predict their binding affinity value. This is MHC class I binding data. (1) The peptide sequence is KRYEGLTQR. The MHC is Mamu-B17 with pseudo-sequence Mamu-B17. The binding affinity (normalized) is 0.0226. (2) The peptide sequence is RQFPWAFEF. The MHC is Mamu-B3901 with pseudo-sequence Mamu-B3901. The binding affinity (normalized) is 0.736. (3) The peptide sequence is ALYSYASAK. The MHC is HLA-B08:03 with pseudo-sequence HLA-B08:03. The binding affinity (normalized) is 0.0847. (4) The binding affinity (normalized) is 0.350. The peptide sequence is CWCNLTSTW. The MHC is HLA-A24:02 with pseudo-sequence HLA-A24:02.